From a dataset of NCI-60 drug combinations with 297,098 pairs across 59 cell lines. Regression. Given two drug SMILES strings and cell line genomic features, predict the synergy score measuring deviation from expected non-interaction effect. Drug 1: C1CCN(CC1)CCOC2=CC=C(C=C2)C(=O)C3=C(SC4=C3C=CC(=C4)O)C5=CC=C(C=C5)O. Drug 2: N.N.Cl[Pt+2]Cl. Cell line: SF-295. Synergy scores: CSS=-2.40, Synergy_ZIP=0.827, Synergy_Bliss=-0.228, Synergy_Loewe=-2.13, Synergy_HSA=-2.43.